The task is: Predict the product of the given reaction.. This data is from Forward reaction prediction with 1.9M reactions from USPTO patents (1976-2016). (1) Given the reactants C(OC(=O)[NH:7][C@@H:8]([CH:31]1[CH2:36][CH2:35][CH2:34][CH2:33][CH2:32]1)[C:9]([N:11]1[CH2:15][CH2:14][CH2:13][C@H:12]1[C:16]1[CH:21]=[CH:20][N:19]=[C:18]([N:22]2[C:30]3[C:25](=[CH:26][CH:27]=[CH:28][CH:29]=3)[CH2:24][CH2:23]2)[CH:17]=1)=[O:10])(C)(C)C.C(O)(C(F)(F)F)=O, predict the reaction product. The product is: [NH2:7][C@@H:8]([CH:31]1[CH2:36][CH2:35][CH2:34][CH2:33][CH2:32]1)[C:9]([N:11]1[CH2:15][CH2:14][CH2:13][C@H:12]1[C:16]1[CH:21]=[CH:20][N:19]=[C:18]([N:22]2[C:30]3[C:25](=[CH:26][CH:27]=[CH:28][CH:29]=3)[CH2:24][CH2:23]2)[CH:17]=1)=[O:10]. (2) Given the reactants CC(C)([O-])C.[K+].[CH3:7][O:8][C:9]1[C:14]([O:15][CH3:16])=[CH:13][CH:12]=[CH:11][C:10]=1[OH:17].[CH2:18]([O:20][C:21](=[O:26])[CH:22]=[C:23](Cl)[CH3:24])[CH3:19], predict the reaction product. The product is: [CH2:18]([O:20][C:21](=[O:26])/[CH:22]=[C:23](/[O:17][C:10]1[CH:11]=[CH:12][CH:13]=[C:14]([O:15][CH3:16])[C:9]=1[O:8][CH3:7])\[CH3:24])[CH3:19].